The task is: Predict the product of the given reaction.. This data is from Forward reaction prediction with 1.9M reactions from USPTO patents (1976-2016). Given the reactants [CH3:1][C:2]1[S:6][C:5]2[NH:7][C:8]3[CH:9]=[CH:10][CH:11]=[CH:12][C:13]=3[N:14]=[C:15]([N:16]3[CH2:21][CH2:20][N:19]([CH3:22])[CH2:18][CH2:17]3)[C:4]=2[CH:3]=1.[S:23](=[O:27])(=[O:26])([OH:25])[OH:24], predict the reaction product. The product is: [CH3:1][C:2]1[S:6][C:5]2[NH:7][C:8]3[CH:9]=[CH:10][CH:11]=[CH:12][C:13]=3[N:14]=[C:15]([N:16]3[CH2:17][CH2:18][N:19]([CH3:22])[CH2:20][CH2:21]3)[C:4]=2[CH:3]=1.[S:23]([O-:27])([OH:26])(=[O:25])=[O:24].